This data is from NCI-60 drug combinations with 297,098 pairs across 59 cell lines. The task is: Regression. Given two drug SMILES strings and cell line genomic features, predict the synergy score measuring deviation from expected non-interaction effect. (1) Drug 2: C1CC(=O)NC(=O)C1N2C(=O)C3=CC=CC=C3C2=O. Synergy scores: CSS=-4.01, Synergy_ZIP=-1.02, Synergy_Bliss=-0.630, Synergy_Loewe=-6.01, Synergy_HSA=-6.02. Cell line: 786-0. Drug 1: C1C(C(OC1N2C=NC3=C(N=C(N=C32)Cl)N)CO)O. (2) Drug 1: CS(=O)(=O)C1=CC(=C(C=C1)C(=O)NC2=CC(=C(C=C2)Cl)C3=CC=CC=N3)Cl. Drug 2: CC1=C(C=C(C=C1)NC2=NC=CC(=N2)N(C)C3=CC4=NN(C(=C4C=C3)C)C)S(=O)(=O)N.Cl. Cell line: SF-539. Synergy scores: CSS=25.0, Synergy_ZIP=11.9, Synergy_Bliss=14.5, Synergy_Loewe=15.6, Synergy_HSA=16.8. (3) Drug 1: C1=CC(=C2C(=C1NCCNCCO)C(=O)C3=C(C=CC(=C3C2=O)O)O)NCCNCCO. Drug 2: COCCOC1=C(C=C2C(=C1)C(=NC=N2)NC3=CC=CC(=C3)C#C)OCCOC.Cl. Cell line: MOLT-4. Synergy scores: CSS=76.5, Synergy_ZIP=6.37, Synergy_Bliss=6.07, Synergy_Loewe=-20.7, Synergy_HSA=5.62. (4) Drug 1: CCC(=C(C1=CC=CC=C1)C2=CC=C(C=C2)OCCN(C)C)C3=CC=CC=C3.C(C(=O)O)C(CC(=O)O)(C(=O)O)O. Drug 2: C1=NC2=C(N=C(N=C2N1C3C(C(C(O3)CO)O)F)Cl)N. Cell line: M14. Synergy scores: CSS=14.7, Synergy_ZIP=-3.39, Synergy_Bliss=1.44, Synergy_Loewe=-6.55, Synergy_HSA=2.48. (5) Drug 1: CCC1=CC2CC(C3=C(CN(C2)C1)C4=CC=CC=C4N3)(C5=C(C=C6C(=C5)C78CCN9C7C(C=CC9)(C(C(C8N6C)(C(=O)OC)O)OC(=O)C)CC)OC)C(=O)OC.C(C(C(=O)O)O)(C(=O)O)O. Drug 2: C1=CC=C(C=C1)NC(=O)CCCCCCC(=O)NO. Cell line: SF-268. Synergy scores: CSS=24.5, Synergy_ZIP=-0.310, Synergy_Bliss=1.47, Synergy_Loewe=-12.2, Synergy_HSA=2.23. (6) Drug 1: CS(=O)(=O)OCCCCOS(=O)(=O)C. Drug 2: CCN(CC)CCCC(C)NC1=C2C=C(C=CC2=NC3=C1C=CC(=C3)Cl)OC. Cell line: UO-31. Synergy scores: CSS=13.1, Synergy_ZIP=-3.07, Synergy_Bliss=5.34, Synergy_Loewe=-16.6, Synergy_HSA=-1.79. (7) Drug 1: CCN(CC)CCNC(=O)C1=C(NC(=C1C)C=C2C3=C(C=CC(=C3)F)NC2=O)C. Drug 2: CC(C)(C#N)C1=CC(=CC(=C1)CN2C=NC=N2)C(C)(C)C#N. Cell line: HS 578T. Synergy scores: CSS=6.83, Synergy_ZIP=-4.62, Synergy_Bliss=-6.05, Synergy_Loewe=2.58, Synergy_HSA=-3.04. (8) Drug 1: CCCCCOC(=O)NC1=NC(=O)N(C=C1F)C2C(C(C(O2)C)O)O. Drug 2: CC1CCC2CC(C(=CC=CC=CC(CC(C(=O)C(C(C(=CC(C(=O)CC(OC(=O)C3CCCCN3C(=O)C(=O)C1(O2)O)C(C)CC4CCC(C(C4)OC)OCCO)C)C)O)OC)C)C)C)OC. Cell line: NCI-H322M. Synergy scores: CSS=7.56, Synergy_ZIP=-3.17, Synergy_Bliss=-3.04, Synergy_Loewe=2.64, Synergy_HSA=-0.716.